Regression. Given a peptide amino acid sequence and an MHC pseudo amino acid sequence, predict their binding affinity value. This is MHC class II binding data. From a dataset of Peptide-MHC class II binding affinity with 134,281 pairs from IEDB. (1) The peptide sequence is EEVGLTLENADLSLLGKARK. The MHC is DRB1_0301 with pseudo-sequence DRB1_0301. The binding affinity (normalized) is 0.0641. (2) The peptide sequence is KKGGEAMDTISVFLH. The MHC is DRB1_0801 with pseudo-sequence DRB1_0801. The binding affinity (normalized) is 0. (3) The peptide sequence is EKKYFAAQQFEPLAA. The MHC is HLA-DPA10201-DPB10501 with pseudo-sequence HLA-DPA10201-DPB10501. The binding affinity (normalized) is 0.811. (4) The MHC is DRB3_0101 with pseudo-sequence DRB3_0101. The peptide sequence is NEDDSNFAHWTEARIML. The binding affinity (normalized) is 0.0931.